Predict the product of the given reaction. From a dataset of Forward reaction prediction with 1.9M reactions from USPTO patents (1976-2016). (1) Given the reactants [C:1](=[N:14][NH2:15])([C:8]1[CH:13]=[CH:12][CH:11]=[CH:10][CH:9]=1)[C:2]1[CH:7]=[CH:6][CH:5]=[CH:4][CH:3]=1.Br[C:17]1[C:26]2[C:21](=[CH:22][CH:23]=[CH:24][CH:25]=2)[CH:20]=[CH:19][CH:18]=1.CC([O-])(C)C.[Na+], predict the reaction product. The product is: [C:25]1([NH:15][N:14]=[C:1]([C:8]2[CH:9]=[CH:10][CH:11]=[CH:12][CH:13]=2)[C:2]2[CH:7]=[CH:6][CH:5]=[CH:4][CH:3]=2)[C:26]2[C:21](=[CH:20][CH:19]=[CH:18][CH:17]=2)[CH:22]=[CH:23][CH:24]=1. (2) Given the reactants [F:1][C:2]([F:15])([F:14])[O:3][C:4]1[CH:9]=[CH:8][C:7]([S:10](Cl)(=[O:12])=[O:11])=[CH:6][CH:5]=1.Cl.O.[NH:18]1[CH2:23][CH2:22][C:21](=[O:24])[CH2:20][CH2:19]1.C(N(CC)C(C)C)(C)C, predict the reaction product. The product is: [F:1][C:2]([F:15])([F:14])[O:3][C:4]1[CH:9]=[CH:8][C:7]([S:10]([N:18]2[CH2:23][CH2:22][C:21](=[O:24])[CH2:20][CH2:19]2)(=[O:12])=[O:11])=[CH:6][CH:5]=1. (3) Given the reactants [NH:1]1[CH:5]=[CH:4][C:3]([N:6]2[C:14](=[O:15])[C:13]3[C:8](=[CH:9][CH:10]=[CH:11][CH:12]=3)[C:7]2=[O:16])=[N:2]1.C(=O)([O-])[O-].[K+].[K+].[F:23][C:24]1[C:29]([CH2:30]O)=[C:28]([F:32])[CH:27]=[CH:26][C:25]=1[NH:33][C:34](=[O:36])[CH3:35], predict the reaction product. The product is: [O:16]=[C:7]1[C:8]2[C:13](=[CH:12][CH:11]=[CH:10][CH:9]=2)[C:14](=[O:15])[N:6]1[C:3]1[CH:4]=[CH:5][N:1]([CH2:30][C:29]2[C:24]([F:23])=[C:25]([NH:33][C:34](=[O:36])[CH3:35])[CH:26]=[CH:27][C:28]=2[F:32])[N:2]=1. (4) Given the reactants Br[C:2]1[CH:3]=[C:4]2[C:9](=[CH:10][CH:11]=1)[N:8]=[CH:7][C:6]([C:12]([CH:14]1[CH2:16][CH2:15]1)=[O:13])=[C:5]2[N:17]1[CH2:22][CH2:21][CH:20]([CH2:23][N:24]2[CH2:29][CH2:28][O:27][CH2:26][CH2:25]2)[CH2:19][CH2:18]1.[Cl:30][C:31]1[CH:32]=[C:33](B(O)O)[CH:34]=[CH:35][C:36]=1[OH:37], predict the reaction product. The product is: [Cl:30][C:31]1[CH:32]=[C:33]([C:2]2[CH:3]=[C:4]3[C:9](=[CH:10][CH:11]=2)[N:8]=[CH:7][C:6]([C:12]([CH:14]2[CH2:15][CH2:16]2)=[O:13])=[C:5]3[N:17]2[CH2:18][CH2:19][CH:20]([CH2:23][N:24]3[CH2:25][CH2:26][O:27][CH2:28][CH2:29]3)[CH2:21][CH2:22]2)[CH:34]=[CH:35][C:36]=1[OH:37]. (5) Given the reactants C[O:2][C:3](=O)[C@@H:4]([N:18]1[C:24](=[O:25])[CH2:23][CH2:22][N:21]([C:26]2[CH:31]=[CH:30][C:29]([C:32]([F:35])([F:34])[F:33])=[C:28]([Cl:36])[CH:27]=2)[CH2:20][CH2:19]1)[CH2:5][CH2:6][C:7]([N:9]1[CH2:16][CH2:15][C:12]2([CH2:14][CH2:13]2)[C@H:11]([OH:17])[CH2:10]1)=[O:8].[Li+].[BH4-], predict the reaction product. The product is: [Cl:36][C:28]1[CH:27]=[C:26]([N:21]2[CH2:22][CH2:23][C:24](=[O:25])[N:18]([C@H:4]([CH2:3][OH:2])[CH2:5][CH2:6][C:7]([N:9]3[CH2:16][CH2:15][C:12]4([CH2:13][CH2:14]4)[C@H:11]([OH:17])[CH2:10]3)=[O:8])[CH2:19][CH2:20]2)[CH:31]=[CH:30][C:29]=1[C:32]([F:34])([F:35])[F:33]. (6) The product is: [Cl:11][C:9]1[CH:8]=[CH:7][C:6]([N+:12]([O-:14])=[O:13])=[C:5]([NH:3][CH2:1][CH3:2])[CH:10]=1. Given the reactants [CH2:1]([NH2:3])[CH3:2].Cl[C:5]1[CH:10]=[C:9]([Cl:11])[CH:8]=[CH:7][C:6]=1[N+:12]([O-:14])=[O:13].C(N(CC)CC)C.O, predict the reaction product.